This data is from Forward reaction prediction with 1.9M reactions from USPTO patents (1976-2016). The task is: Predict the product of the given reaction. Given the reactants CN(C)CCCNC(C1C=C(C2C=CC(CSCCOC3C=CC=CC=3)=CC=2)C=CC=1)=O.[O:33]([CH2:40][CH2:41][S:42][CH2:43][C:44]1[CH:45]=[C:46]([C:50]2[CH:55]=[CH:54][C:53]([C:56]([OH:58])=O)=[CH:52][CH:51]=2)[CH:47]=[CH:48][CH:49]=1)[C:34]1[CH:39]=[CH:38][CH:37]=[CH:36][CH:35]=1.[CH3:59][N:60]([CH3:66])[CH2:61][CH2:62][CH2:63][CH2:64][NH2:65], predict the reaction product. The product is: [CH3:59][N:60]([CH3:66])[CH2:61][CH2:62][CH2:63][CH2:64][NH:65][C:56]([C:53]1[CH:54]=[CH:55][C:50]([C:46]2[CH:47]=[CH:48][CH:49]=[C:44]([CH2:43][S:42][CH2:41][CH2:40][O:33][C:34]3[CH:35]=[CH:36][CH:37]=[CH:38][CH:39]=3)[CH:45]=2)=[CH:51][CH:52]=1)=[O:58].